The task is: Regression. Given two drug SMILES strings and cell line genomic features, predict the synergy score measuring deviation from expected non-interaction effect.. This data is from NCI-60 drug combinations with 297,098 pairs across 59 cell lines. (1) Drug 1: CS(=O)(=O)OCCCCOS(=O)(=O)C. Drug 2: CCN(CC)CCCC(C)NC1=C2C=C(C=CC2=NC3=C1C=CC(=C3)Cl)OC. Cell line: SNB-19. Synergy scores: CSS=16.0, Synergy_ZIP=-6.84, Synergy_Bliss=-3.80, Synergy_Loewe=-2.51, Synergy_HSA=-2.03. (2) Drug 1: C1=CC(=CC=C1CCCC(=O)O)N(CCCl)CCCl. Drug 2: C1=CC=C(C=C1)NC(=O)CCCCCCC(=O)NO. Cell line: BT-549. Synergy scores: CSS=15.7, Synergy_ZIP=-9.13, Synergy_Bliss=-2.50, Synergy_Loewe=-3.37, Synergy_HSA=-2.30. (3) Drug 1: CC1=C(C(CCC1)(C)C)C=CC(=CC=CC(=CC(=O)O)C)C. Drug 2: C(=O)(N)NO. Cell line: NCI-H460. Synergy scores: CSS=-2.85, Synergy_ZIP=0.608, Synergy_Bliss=-1.21, Synergy_Loewe=-2.04, Synergy_HSA=-3.10. (4) Drug 1: C1=NC2=C(N1)C(=S)N=C(N2)N. Drug 2: CC1C(C(CC(O1)OC2CC(CC3=C2C(=C4C(=C3O)C(=O)C5=CC=CC=C5C4=O)O)(C(=O)C)O)N)O. Cell line: RPMI-8226. Synergy scores: CSS=56.1, Synergy_ZIP=-9.29, Synergy_Bliss=-16.8, Synergy_Loewe=-14.4, Synergy_HSA=-12.9. (5) Drug 1: C1CC(=O)NC(=O)C1N2CC3=C(C2=O)C=CC=C3N. Drug 2: CC1=C(C(CCC1)(C)C)C=CC(=CC=CC(=CC(=O)O)C)C. Cell line: MDA-MB-231. Synergy scores: CSS=0.837, Synergy_ZIP=1.13, Synergy_Bliss=2.99, Synergy_Loewe=-2.07, Synergy_HSA=-1.95. (6) Drug 1: C1=CC(=CC=C1CC(C(=O)O)N)N(CCCl)CCCl.Cl. Drug 2: C1=CC(=CC=C1C#N)C(C2=CC=C(C=C2)C#N)N3C=NC=N3. Cell line: COLO 205. Synergy scores: CSS=1.52, Synergy_ZIP=-3.36, Synergy_Bliss=-0.134, Synergy_Loewe=-13.2, Synergy_HSA=-5.26. (7) Drug 1: C1=CC(=CC=C1CCC2=CNC3=C2C(=O)NC(=N3)N)C(=O)NC(CCC(=O)O)C(=O)O. Drug 2: CC1=C(C(CCC1)(C)C)C=CC(=CC=CC(=CC(=O)O)C)C. Cell line: RXF 393. Synergy scores: CSS=11.4, Synergy_ZIP=-6.26, Synergy_Bliss=-2.78, Synergy_Loewe=-1.93, Synergy_HSA=0.0363.